Dataset: Full USPTO retrosynthesis dataset with 1.9M reactions from patents (1976-2016). Task: Predict the reactants needed to synthesize the given product. (1) Given the product [Br:29][C:26]1[CH:27]=[CH:28][C:23]([CH2:22][NH:21][C:20]([C:8]2[CH:9]=[C:10]([N:14]3[CH2:19][CH2:18][O:17][CH2:16][CH2:15]3)[C:11]([F:13])=[CH:12][C:7]=2[O:6][CH2:5][C:4]([OH:32])=[O:3])=[O:31])=[C:24]([F:30])[CH:25]=1, predict the reactants needed to synthesize it. The reactants are: C([O:3][C:4](=[O:32])[CH2:5][O:6][C:7]1[CH:12]=[C:11]([F:13])[C:10]([N:14]2[CH2:19][CH2:18][O:17][CH2:16][CH2:15]2)=[CH:9][C:8]=1[C:20](=[O:31])[NH:21][CH2:22][C:23]1[CH:28]=[CH:27][C:26]([Br:29])=[CH:25][C:24]=1[F:30])C.[OH-].[Na+]. (2) Given the product [Cl:1][C:2]1[CH:3]=[C:4]([CH:8]([NH:11][C:12]2[N:29]=[C:15]3[C:16]([O:27][CH3:28])=[CH:17][C:18]([C:20]([OH:22])=[O:21])=[CH:19][N:14]3[N:13]=2)[CH2:9][F:10])[CH:5]=[CH:6][CH:7]=1, predict the reactants needed to synthesize it. The reactants are: [Cl:1][C:2]1[CH:3]=[C:4]([CH:8]([NH:11][C:12]2[N:29]=[C:15]3[C:16]([O:27][CH3:28])=[CH:17][C:18]([C:20]([O:22]C(C)(C)C)=[O:21])=[CH:19][N:14]3[N:13]=2)[CH2:9][F:10])[CH:5]=[CH:6][CH:7]=1.FC(F)(F)C(O)=O.C([SiH](CC)CC)C.